From a dataset of NCI-60 drug combinations with 297,098 pairs across 59 cell lines. Regression. Given two drug SMILES strings and cell line genomic features, predict the synergy score measuring deviation from expected non-interaction effect. Synergy scores: CSS=9.69, Synergy_ZIP=-8.19, Synergy_Bliss=-5.07, Synergy_Loewe=-3.66, Synergy_HSA=-3.44. Drug 1: CC12CCC3C(C1CCC2O)C(CC4=C3C=CC(=C4)O)CCCCCCCCCS(=O)CCCC(C(F)(F)F)(F)F. Drug 2: CCN(CC)CCCC(C)NC1=C2C=C(C=CC2=NC3=C1C=CC(=C3)Cl)OC. Cell line: SF-539.